From a dataset of Forward reaction prediction with 1.9M reactions from USPTO patents (1976-2016). Predict the product of the given reaction. (1) Given the reactants [NH2:1][C:2]1[CH:7]=[CH:6][C:5]([NH:8][C:9]2[N:14]=[C:13]([NH:15][CH2:16][C:17]#[CH:18])[C:12]([Br:19])=[CH:11][N:10]=2)=[CH:4][CH:3]=1.[CH2:20]([N:22]=[C:23]=[O:24])[CH3:21], predict the reaction product. The product is: [Br:19][C:12]1[C:13]([NH:15][CH2:16][C:17]#[CH:18])=[N:14][C:9]([NH:8][C:5]2[CH:6]=[CH:7][C:2]([NH:1][C:23]([NH:22][CH2:20][CH3:21])=[O:24])=[CH:3][CH:4]=2)=[N:10][CH:11]=1. (2) Given the reactants [C:1]([C:3]1[CH:8]=[CH:7][CH:6]=[CH:5][C:4]=1[C:9]1[C:10](=[O:28])[N:11]([CH2:21][CH:22]2[CH2:27][CH2:26][NH:25][CH2:24][CH2:23]2)[CH:12]=[C:13]([C:15]2[CH:20]=[CH:19][CH:18]=[CH:17][N:16]=2)[CH:14]=1)#[N:2].C(N(CC)CC)C.[C:36]1([S:42](Cl)(=[O:44])=[O:43])[CH:41]=[CH:40][CH:39]=[CH:38][CH:37]=1, predict the reaction product. The product is: [C:36]1([S:42]([N:25]2[CH2:24][CH2:23][CH:22]([CH2:21][N:11]3[CH:12]=[C:13]([C:15]4[CH:20]=[CH:19][CH:18]=[CH:17][N:16]=4)[CH:14]=[C:9]([C:4]4[CH:5]=[CH:6][CH:7]=[CH:8][C:3]=4[C:1]#[N:2])[C:10]3=[O:28])[CH2:27][CH2:26]2)(=[O:44])=[O:43])[CH:41]=[CH:40][CH:39]=[CH:38][CH:37]=1. (3) Given the reactants [CH2:1]([CH:5]([CH2:11][C:12]1[CH:17]=[CH:16][C:15]([O:18][CH2:19][CH2:20][OH:21])=[CH:14][CH:13]=1)[C:6]([O:8][CH2:9][CH3:10])=[O:7])[CH2:2][CH2:3][CH3:4].[CH3:22][S:23](Cl)(=[O:25])=[O:24], predict the reaction product. The product is: [CH2:1]([CH:5]([CH2:11][C:12]1[CH:17]=[CH:16][C:15]([O:18][CH2:19][CH2:20][O:21][S:23]([CH3:22])(=[O:25])=[O:24])=[CH:14][CH:13]=1)[C:6]([O:8][CH2:9][CH3:10])=[O:7])[CH2:2][CH2:3][CH3:4].